Dataset: Human Reference Interactome with 51,813 positive PPI pairs across 8,248 proteins, plus equal number of experimentally-validated negative pairs. Task: Binary Classification. Given two protein amino acid sequences, predict whether they physically interact or not. (1) Protein 1 (ENSG00000261652) has sequence MTDRNRDKKSTSPSNSDTEMKSEQLPPCVNPGNPVFSCMLDPKTLQTATSLSKPQMIMYKTNSSHYGEFLPIPQFFPCNYTPKEQVFSSHIRATGFYQNNTLNTAPDRTRTLDFPNIQHTL*. Protein 2 (ENSG00000083093) has sequence MDEPPGKPLSCEEKEKLKEKLAFLKREYSKTLARLQRAQRAEKIKHSIKKTVEEQDCLSQQDLSPQLKHSEPKNKICVYDKLHIKTHLDEETGEKTSITLDVGPESFNPGDGPGGLPIQRTDDTQEHFPHRVSDPSGEQKQKLPSRRKKQQKRTFISQERDCVFGTDSLRLSGKRLKEQEEISSKNPARSPVTEIRTHLLSLKSELPDSPEPVTEINEDSVLIPPTAQPEKGVDTFLRRPNFTRATTVPLQTLSDSGSSQHLEHIPPKGSSELTTHDLKNIRFTSPVSLEAQGKKMTVST.... Result: 0 (the proteins do not interact). (2) Protein 1 (ENSG00000174796) has sequence MVKCCSAIGCASRCLPNSKLKGLTFHVFPTDENIKRKWVLAMKRLDVNAAGIWEPKKGDVLCSRHFKKTDFDRSAPNIKLKPGVIPSIFDSPYHLQGKREKLHCRKNFTLKTVPATNYNHHLVGASSCIEEFQSQFIFEHSYSVMDSPKKLKHKLDHVIGELEDTKESLRNVLDREKRFQKSLRKTIRELKDECLISQETANRLDTFCWDCCQESIEQDYIS*MVKCCSAIGCASRCLPNSKLKGLTFHVFPTDENIKRKWVLAMKRLDVNAAGIWEPKKGDVLCSRHFKKTDFDRSAPN.... Protein 2 (ENSG00000133193) has sequence MGGRGADAGSSGGTGPTEGYSPPAASTRAAARAKARGGGRGGRRNTTPSVPSLRGAAPRSFHPPAAMSERLRPRKRRRNGNEEDNHLPPQTKRSSRNPVFQDSWDTETVPVMRNSKENRLRGNKAFCASSGSDSGGSSSSSSSSINSPDRASGPEGSLSQTMAGSSPNTPQPVPEQSALCQGLYFHINQTLREAHFHSLQHRGRPLT*MGGRGADAGSSGGTGPTEGYSPPAASTRAAARAKARGGGRGGRRNTTPSVPSLRGAAPRSFHPPAAMSERLRPRKRRRNGNEEDNHLPPQTK.... Result: 0 (the proteins do not interact). (3) Protein 1 (ENSG00000214706) has sequence MPRARKGNTLRKGGQRRGGGARSSAQADSGSSDDEAASEARSTASECPSLLSTTAEDSLVPRPGRVLLRACAWP*MAWNSPSRRPVWQGGAPREDGGARGVWLPSSGQVSAQRTGRRLVGLEPTPTGSLTPRPPRPVPGMPRARKGNTLRKGGQRRGGGARSSAQADSGSSDDEAASEARSTASECPSLLSTTAEDSLGGDVVDEQGQQEDLEEKLKEYVDCLTDKSAKTRQGALESLRLALASRLLPDFLLERRLTLADALEKCLKKGKGEEQALAAAVLGLLCVQLGPGPKGEELFHS.... Protein 2 (ENSG00000143742) has sequence MPQYQTWEEFSRAAEKLYLADPMKARVVLKYRHSDGNLCVKVTDDLVCLVYKTDQAQDVKKIEKFHSQLMRLMVAKEARNVTMETE*MPQYQTWEEFSRAAEKLYLADPMKARVVLKYRHSDGNLCVKVTDDLVRQCLALLLRLQCSGMIIAHCILDLLGSSGPLASAS*MPQYQTWEEFSRAAEKLYLADPMKARVVLKYRHSDGNLCVKVTDDLVQWHLNYCTLRHGIAGGLET*MPQYQTWEEFSRAAEKLYLADPMKARVVLKYRHSDGNLCVKVTDDLVTKLKM*MPQYQTWEEF.... Result: 0 (the proteins do not interact).